This data is from Full USPTO retrosynthesis dataset with 1.9M reactions from patents (1976-2016). The task is: Predict the reactants needed to synthesize the given product. (1) Given the product [O:28]=[S:20]1(=[O:29])[C:21]2[CH:27]=[CH:26][CH:25]=[CH:24][C:22]=2[CH2:23][N:17]([C:4]2[CH:3]=[C:2]([NH:30][CH2:31][CH:32]3[O:37][CH2:36][CH2:35][N:34]([C:38]([O:40][C:41]([CH3:44])([CH3:43])[CH3:42])=[O:39])[CH2:33]3)[C:11]3[C:6](=[CH:7][CH:8]=[C:9]([CH3:45])[CH:10]=3)[N:5]=2)[CH2:18][CH2:19]1, predict the reactants needed to synthesize it. The reactants are: Cl[C:2]1[C:11]2[C:6](=[CH:7][CH:8]=[C:9](OC(F)(F)F)[CH:10]=2)[N:5]=[C:4]([N:17]2[CH2:23][C:22]3[CH:24]=[CH:25][CH:26]=[CH:27][C:21]=3[S:20](=[O:29])(=[O:28])[CH2:19][CH2:18]2)[CH:3]=1.[NH2:30][CH2:31][CH:32]1[O:37][CH2:36][CH2:35][N:34]([C:38]([O:40][C:41]([CH3:44])([CH3:43])[CH3:42])=[O:39])[CH2:33]1.[CH3:45]C(C)([O-])C.[Na+]. (2) Given the product [Cl:1][C:2]1[C:3]2[N:4]([C:10]([C@H:12]3[CH2:13][CH2:14][C@@H:15]4[N:20]([C:19](=[O:22])[CH2:18][CH2:17][CH2:16]4)[CH2:21]3)=[N:9][CH:8]=2)[CH:5]=[CH:6][N:7]=1, predict the reactants needed to synthesize it. The reactants are: [Cl:1][C:2]1[C:3]([CH2:8][NH:9][C:10]([C@H:12]2[CH2:21][N:20]3[C@@H:15]([CH2:16][CH2:17][CH2:18][C:19]3=[O:22])[CH2:14][CH2:13]2)=O)=[N:4][CH:5]=[CH:6][N:7]=1.CN(C)C=O.O=P(Cl)(Cl)Cl.C(=O)(O)[O-].[Na+]. (3) The reactants are: [CH:1]1([C:11]([OH:13])=O)[C:10]2[C:5](=[CH:6][CH:7]=[CH:8][CH:9]=2)[CH2:4][CH2:3][CH2:2]1.[CH2:14]([C:16]1[CH:21]=[CH:20][C:19]([NH:22][CH2:23][C:24]2[CH:29]=[CH:28][C:27]([N:30]3[CH2:35][CH2:34][O:33][CH2:32][CH2:31]3)=[CH:26][CH:25]=2)=[CH:18][CH:17]=1)[CH3:15]. Given the product [CH2:14]([C:16]1[CH:21]=[CH:20][C:19]([N:22]([CH2:23][C:24]2[CH:29]=[CH:28][C:27]([N:30]3[CH2:31][CH2:32][O:33][CH2:34][CH2:35]3)=[CH:26][CH:25]=2)[C:11]([CH:1]2[C:10]3[C:5](=[CH:6][CH:7]=[CH:8][CH:9]=3)[CH2:4][CH2:3][CH2:2]2)=[O:13])=[CH:18][CH:17]=1)[CH3:15], predict the reactants needed to synthesize it. (4) Given the product [NH2:1][C@@H:2]1[CH2:7][CH2:6][CH2:5][C@H:4]([NH:8][C:9]2[CH:18]=[CH:17][C:16]3[C:11](=[C:12]([C:19]4[NH:27][C:26]5[CH2:25][CH2:24][NH:23][C:22](=[O:28])[C:21]=5[CH:20]=4)[CH:13]=[CH:14][CH:15]=3)[N:10]=2)[CH2:3]1, predict the reactants needed to synthesize it. The reactants are: [NH2:1][C@H:2]1[CH2:7][CH2:6][CH2:5][C@H:4]([NH:8][C:9]2[CH:18]=[CH:17][C:16]3[C:11](=[C:12]([C:19]4[NH:27][C:26]5[CH2:25][CH2:24][NH:23][C:22](=[O:28])[C:21]=5[CH:20]=4)[CH:13]=[CH:14][CH:15]=3)[N:10]=2)[CH2:3]1. (5) The reactants are: [Cl:1][C:2]1[CH:3]=[C:4](/[CH:25]=[CH:26]/[C:27]([N:29]2[CH2:34][CH2:33][N:32]([CH2:35][C:36]3[CH:41]=[CH:40][C:39]([CH2:42][CH2:43][O:44][C:45]4[CH:50]=[CH:49][C:48]([Cl:51])=[CH:47][CH:46]=4)=[CH:38][CH:37]=3)[CH2:31][CH2:30]2)=[O:28])[CH:5]=[C:6]([CH3:24])[C:7]=1[O:8][C:9]1[CH:14]=[CH:13][C:12]([O:15][CH2:16][C:17]2[CH:22]=[CH:21][C:20]([CH3:23])=[CH:19][CH:18]=2)=[CH:11][N:10]=1.Cl. Given the product [ClH:1].[Cl:1][C:2]1[CH:3]=[C:4](/[CH:25]=[CH:26]/[C:27]([N:29]2[CH2:34][CH2:33][N:32]([CH2:35][C:36]3[CH:41]=[CH:40][C:39]([CH2:42][CH2:43][O:44][C:45]4[CH:46]=[CH:47][C:48]([Cl:51])=[CH:49][CH:50]=4)=[CH:38][CH:37]=3)[CH2:31][CH2:30]2)=[O:28])[CH:5]=[C:6]([CH3:24])[C:7]=1[O:8][C:9]1[CH:14]=[CH:13][C:12]([O:15][CH2:16][C:17]2[CH:22]=[CH:21][C:20]([CH3:23])=[CH:19][CH:18]=2)=[CH:11][N:10]=1, predict the reactants needed to synthesize it. (6) Given the product [C:18]([C:9]1[CH:8]=[C:7]([C:5]2[C:4]([C:3]([NH:2][CH3:1])=[O:22])=[CH:23][N:40]=[C:38]([N:37]([CH3:41])[CH3:36])[N:39]=2)[CH:12]=[C:11]([C:13]([CH3:15])([CH3:14])[CH3:16])[C:10]=1[OH:17])([CH3:19])([CH3:21])[CH3:20], predict the reactants needed to synthesize it. The reactants are: [CH3:1][NH:2][C:3](=[O:22])[CH2:4][C:5]([C:7]1[CH:12]=[C:11]([C:13]([CH3:16])([CH3:15])[CH3:14])[C:10]([OH:17])=[C:9]([C:18]([CH3:21])([CH3:20])[CH3:19])[CH:8]=1)=O.[CH3:23]OC(OC)N(C)C.S(O)(O)(=O)=O.[CH3:36][N:37]([CH3:41])[C:38]([NH2:40])=[NH:39].CC(C)([O-])C.[K+]. (7) Given the product [CH:18]([C:17]1[CH:16]=[C:15]2[C:7]([CH:8]([NH:26][O:25][CH3:24])[CH2:9][C:10]3([O:14]2)[CH2:13][CH2:12][CH2:11]3)=[C:6]([CH3:22])[C:5]=1[OH:4])([CH3:20])[CH3:19], predict the reactants needed to synthesize it. The reactants are: C([O:4][C:5]1[C:6]([CH3:22])=[C:7]2[C:15](=[CH:16][C:17]=1[CH:18]([CH3:20])[CH3:19])[O:14][C:10]1([CH2:13][CH2:12][CH2:11]1)[CH2:9][C:8]2=O)(=O)C.Cl.[CH3:24][O:25][NH2:26].Cl. (8) Given the product [CH3:11][C:3]1([C:7]([O:9][CH3:10])=[O:8])[CH2:4][CH2:5][CH2:6][C:2]1=[O:1], predict the reactants needed to synthesize it. The reactants are: [O:1]=[C:2]1[CH2:6][CH2:5][CH2:4][CH:3]1[C:7]([O:9][CH3:10])=[O:8].[C:11]([O-])([O-])=O.[K+].[K+].CI. (9) Given the product [C:13]([O:12][C:10]([NH:7][CH:6]1[CH2:17][C:2]([CH3:1])([C:8]([O:28][CH3:27])=[O:9])[CH2:3][CH:4]=[CH:5]1)=[O:11])([CH3:16])([CH3:15])[CH3:14], predict the reactants needed to synthesize it. The reactants are: [CH3:1][C:2]12[CH2:17][CH:6]([N:7]([C:10]([O:12][C:13]([CH3:16])([CH3:15])[CH3:14])=[O:11])[C:8]1=[O:9])[CH:5]=[CH:4][CH2:3]2.IC1C2CC(C)(C(=O)N2[C:27](OC(C)(C)C)=[O:28])CC=1.C(=O)([O-])[O-].[Cs+].[Cs+].